From a dataset of Full USPTO retrosynthesis dataset with 1.9M reactions from patents (1976-2016). Predict the reactants needed to synthesize the given product. (1) Given the product [Cl:19][C:20]1[CH:29]=[CH:28][CH:27]=[C:26]2[C:21]=1[C:22](=[O:34])[NH:23][C:24]([CH2:30][CH2:31][CH2:32][N:7]1[CH2:6][CH2:5][C:4]([C:2]#[N:3])([C:10]3[CH:15]=[CH:14][CH:13]=[CH:12][CH:11]=3)[CH2:9][CH2:8]1)=[N:25]2, predict the reactants needed to synthesize it. The reactants are: Cl.[C:2]([C:4]1([C:10]2[CH:15]=[CH:14][CH:13]=[CH:12][CH:11]=2)[CH2:9][CH2:8][NH:7][CH2:6][CH2:5]1)#[N:3].C(#N)C.[Cl:19][C:20]1[C:21]2[C:22](=[O:34])[N:23]3[CH:32](O)[CH2:31][CH2:30][C:24]3=[N:25][C:26]=2[CH:27]=[CH:28][CH:29]=1.C([BH3-])#N.[Na+]. (2) The reactants are: C([N:8]1[CH2:11][C:10]([CH2:36][CH:37]2[CH2:39][CH2:38]2)([O:12][C:13]2[CH:35]=[CH:34][C:16]3[C:17]4[N:21]([CH2:22][CH2:23][O:24][C:15]=3[CH:14]=2)[CH:20]=[C:19]([C:25]2[N:26]([CH:31]([CH3:33])[CH3:32])[N:27]=[C:28]([CH3:30])[N:29]=2)[N:18]=4)[CH2:9]1)C1C=CC=CC=1. Given the product [NH3:8].[CH3:10][OH:12].[CH:37]1([CH2:36][C:10]2([O:12][C:13]3[CH:35]=[CH:34][C:16]4[C:17]5[N:21]([CH:20]=[C:19]([C:25]6[N:26]([CH:31]([CH3:32])[CH3:33])[N:27]=[C:28]([CH3:30])[N:29]=6)[N:18]=5)[CH2:22][CH2:23][O:24][C:15]=4[CH:14]=3)[CH2:11][NH:8][CH2:9]2)[CH2:38][CH2:39]1, predict the reactants needed to synthesize it. (3) Given the product [CH3:9][O:8][C:4]1[N:3]=[C:2]([NH:1][C:26](=[O:27])[O:25][C:19]2[CH:24]=[CH:23][CH:22]=[CH:21][CH:20]=2)[CH:7]=[N:6][CH:5]=1, predict the reactants needed to synthesize it. The reactants are: [NH2:1][C:2]1[CH:7]=[N:6][CH:5]=[C:4]([O:8][CH3:9])[N:3]=1.CC#N.N1C=CC=CC=1.[C:19]1([O:25][C:26](Cl)=[O:27])[CH:24]=[CH:23][CH:22]=[CH:21][CH:20]=1. (4) Given the product [CH:26]1([S:32]([NH:1][C:2]2[CH:7]=[CH:6][C:5]([C:8]3[CH:9]=[C:10]4[C:14](=[CH:15][CH:16]=3)[C:13](=[O:17])[N:12]([C@@H:18]([CH:23]([CH3:25])[CH3:24])[C:19]([O:21][CH3:22])=[O:20])[CH2:11]4)=[CH:4][CH:3]=2)(=[O:34])=[O:33])[CH2:31][CH2:30][CH2:29][CH2:28][CH2:27]1, predict the reactants needed to synthesize it. The reactants are: [NH2:1][C:2]1[CH:7]=[CH:6][C:5]([C:8]2[CH:9]=[C:10]3[C:14](=[CH:15][CH:16]=2)[C:13](=[O:17])[N:12]([C@@H:18]([CH:23]([CH3:25])[CH3:24])[C:19]([O:21][CH3:22])=[O:20])[CH2:11]3)=[CH:4][CH:3]=1.[CH:26]1([S:32](Cl)(=[O:34])=[O:33])[CH2:31][CH2:30][CH2:29][CH2:28][CH2:27]1. (5) Given the product [Br:5][C:6]1[C:15]2[C:10](=[C:11]([OH:16])[CH:12]=[CH:13][CH:14]=2)[N:9]=[C:8]([CH3:18])[CH:7]=1, predict the reactants needed to synthesize it. The reactants are: B(Br)(Br)Br.[Br:5][C:6]1[C:15]2[C:10](=[C:11]([O:16]C)[CH:12]=[CH:13][CH:14]=2)[N:9]=[C:8]([CH3:18])[CH:7]=1.C([SiH](C(C)C)C(C)C)(C)C.